From a dataset of Full USPTO retrosynthesis dataset with 1.9M reactions from patents (1976-2016). Predict the reactants needed to synthesize the given product. (1) Given the product [CH:37]([O:51][CH2:28][CH2:29][NH:30][C:22]([C:12]1[C:11]([NH:10][C:8](=[O:9])[C:5]2[CH:4]=[CH:3][C:2]([CH3:1])=[N:7][CH:6]=2)=[CH:15][N:14]([CH:16]2[CH2:21][CH2:20][CH2:19][CH2:18][O:17]2)[N:13]=1)=[O:24])([CH3:38])[CH3:36], predict the reactants needed to synthesize it. The reactants are: [CH3:1][C:2]1[N:7]=[CH:6][C:5]([C:8]([NH:10][C:11]2[C:12]([C:22]([OH:24])=O)=[N:13][N:14]([CH:16]3[CH2:21][CH2:20][CH2:19][CH2:18][O:17]3)[CH:15]=2)=[O:9])=[CH:4][CH:3]=1.CC([CH2:28][CH2:29][NH2:30])C.CCN=C=N[CH2:36][CH2:37][CH2:38]N(C)C.C1C=CC2N([OH:51])N=NC=2C=1.C(=O)([O-])O.[Na+]. (2) The reactants are: [O:1]=[C:2]1[C:10]2([CH2:18][C:17]3[C:12](=[CH:13][CH:14]=[C:15](C(O)=O)[CH:16]=3)[CH2:11]2)[C:9]2[C:4](=[CH:5][CH:6]=[CH:7][CH:8]=2)[NH:3]1.C1(P(N=[N+]=[N-])(C2C=CC=CC=2)=[O:29])C=CC=CC=1.C([N:41]([CH2:44]C)CC)C.[CH3:46][C:47]([OH:50])([CH3:49])[CH3:48]. Given the product [O:1]=[C:2]1[C:10]2([CH2:18][C:17]3[C:12](=[CH:13][CH:14]=[C:15]([NH:41][C:44](=[O:29])[O:50][C:47]([CH3:49])([CH3:48])[CH3:46])[CH:16]=3)[CH2:11]2)[C:9]2[C:4](=[CH:5][CH:6]=[CH:7][CH:8]=2)[NH:3]1, predict the reactants needed to synthesize it. (3) The reactants are: [CH2:1]([O:3][C:4]([C:6]1[C:15](=[O:16])[C:14]2[C:9](=[N:10][C:11]([CH3:18])=[C:12]([CH3:17])[CH:13]=2)[NH:8][CH:7]=1)=[O:5])[CH3:2].Br[CH2:20][C:21]1[CH:26]=[CH:25][CH:24]=[C:23]([CH3:27])[N:22]=1. Given the product [CH2:1]([O:3][C:4]([C:6]1[C:15](=[O:16])[C:14]2[C:9](=[N:10][C:11]([CH3:18])=[C:12]([CH3:17])[CH:13]=2)[N:8]([CH2:20][C:21]2[CH:26]=[CH:25][CH:24]=[C:23]([CH3:27])[N:22]=2)[CH:7]=1)=[O:5])[CH3:2], predict the reactants needed to synthesize it. (4) The reactants are: Cl[C:2]1[N:11]=[C:10]([O:12][CH3:13])[CH:9]=[CH:8][C:3]=1[C:4]([O:6][CH3:7])=[O:5].[F:14][C:15]([F:25])([F:24])[C:16]1[CH:23]=[CH:22][C:19]([CH2:20][NH2:21])=[CH:18][CH:17]=1. Given the product [CH3:13][O:12][C:10]1[CH:9]=[CH:8][C:3]([C:4]([O:6][CH3:7])=[O:5])=[C:2]([NH:21][CH2:20][C:19]2[CH:18]=[CH:17][C:16]([C:15]([F:14])([F:24])[F:25])=[CH:23][CH:22]=2)[N:11]=1, predict the reactants needed to synthesize it. (5) Given the product [C:1]1([C:7]2[CH2:12][CH2:11][N:10]([CH2:14][CH2:13][CH2:19][S:16]([OH:18])(=[O:17])=[O:15])[CH2:9][CH:8]=2)[CH:6]=[CH:5][CH:4]=[CH:3][CH:2]=1, predict the reactants needed to synthesize it. The reactants are: [C:1]1([C:7]2[CH2:8][CH2:9][NH:10][CH2:11][CH:12]=2)[CH:6]=[CH:5][CH:4]=[CH:3][CH:2]=1.[CH2:13]1[CH2:19][S:16](=[O:18])(=[O:17])[O:15][CH2:14]1. (6) The reactants are: [CH2:1]([C:5]1[N:6]=[C:7]([CH3:27])[NH:8][C:9](=[O:26])[C:10]=1[CH2:11][C:12]1[CH:17]=[CH:16][C:15]([C:18]2[C:19]([C:24]#[N:25])=[CH:20][CH:21]=[CH:22][CH:23]=2)=[CH:14][CH:13]=1)[CH2:2][CH2:3][CH3:4].[H-].[Na+].CN(C)C=O.[Cl:35][C:36]1[S:37][C:38]([CH2:41]Cl)=[CH:39][CH:40]=1. Given the product [CH2:1]([C:5]1[N:6]=[C:7]([CH3:27])[N:8]([CH2:41][C:38]2[S:37][C:36]([Cl:35])=[CH:40][CH:39]=2)[C:9](=[O:26])[C:10]=1[CH2:11][C:12]1[CH:17]=[CH:16][C:15]([C:18]2[C:19]([C:24]#[N:25])=[CH:20][CH:21]=[CH:22][CH:23]=2)=[CH:14][CH:13]=1)[CH2:2][CH2:3][CH3:4], predict the reactants needed to synthesize it. (7) Given the product [CH3:16][N:17]([CH3:32])[C:18]([C:20]1[CH:21]=[N:22][C:23]([N:26]2[CH2:31][CH2:30][N:29]([C:5](=[O:6])/[CH:4]=[CH:3]/[C:2]([F:9])([F:8])[F:1])[CH2:28][CH2:27]2)=[CH:24][CH:25]=1)=[O:19], predict the reactants needed to synthesize it. The reactants are: [F:1][C:2]([F:9])([F:8])/[CH:3]=[CH:4]/[C:5](O)=[O:6].C(Cl)(=O)C(Cl)=O.[CH3:16][N:17]([CH3:32])[C:18]([C:20]1[CH:21]=[N:22][C:23]([N:26]2[CH2:31][CH2:30][NH:29][CH2:28][CH2:27]2)=[CH:24][CH:25]=1)=[O:19].CCN(C(C)C)C(C)C. (8) Given the product [N:31]1([S:28]([N:6]([CH2:5][C:4]([OH:40])=[O:3])[CH2:7][C:8]2[CH:9]=[CH:10][C:11]([O:14][CH2:15][C:16]3[N:17]=[C:18]([C:22]4[CH:23]=[CH:24][CH:25]=[CH:26][CH:27]=4)[O:19][C:20]=3[CH3:21])=[CH:12][CH:13]=2)(=[O:29])=[O:30])[C:39]2[C:34](=[CH:35][CH:36]=[CH:37][CH:38]=2)[CH2:33][CH2:32]1, predict the reactants needed to synthesize it. The reactants are: C([O:3][C:4](=[O:40])[CH2:5][N:6]([S:28]([N:31]1[C:39]2[C:34](=[CH:35][CH:36]=[CH:37][CH:38]=2)[CH2:33][CH2:32]1)(=[O:30])=[O:29])[CH2:7][C:8]1[CH:13]=[CH:12][C:11]([O:14][CH2:15][C:16]2[N:17]=[C:18]([C:22]3[CH:27]=[CH:26][CH:25]=[CH:24][CH:23]=3)[O:19][C:20]=2[CH3:21])=[CH:10][CH:9]=1)C.O.[OH-].[Li+]. (9) Given the product [Cl:39][C:34]1[CH:35]=[C:36]2[C:31](=[CH:32][CH:33]=1)[CH:30]=[C:29]([S:26]([CH2:25][C@@H:6]([NH:5][C:1](=[O:3])[CH3:2])[C:7]([N:9]1[CH2:10][CH2:11][CH:12]([N:15]3[CH2:19][C:18]4=[CH:20][N:21]=[C:22]([CH3:23])[N:17]4[C:16]3=[O:24])[CH2:13][CH2:14]1)=[O:8])(=[O:27])=[O:28])[CH:38]=[CH:37]2, predict the reactants needed to synthesize it. The reactants are: [C:1](Cl)(=[O:3])[CH3:2].[NH2:5][C@H:6]([CH2:25][S:26]([C:29]1[CH:38]=[CH:37][C:36]2[C:31](=[CH:32][CH:33]=[C:34]([Cl:39])[CH:35]=2)[CH:30]=1)(=[O:28])=[O:27])[C:7]([N:9]1[CH2:14][CH2:13][CH:12]([N:15]2[CH2:19][C:18]3=[CH:20][N:21]=[C:22]([CH3:23])[N:17]3[C:16]2=[O:24])[CH2:11][CH2:10]1)=[O:8].C(=O)([O-])O.[Na+]. (10) Given the product [F:33][C:34]1([F:38])[CH2:37][N:36]([CH2:14][CH2:13][CH2:12][C:10]2[CH:9]=[CH:8][CH:7]=[C:6]3[C:11]=2[C:2](=[O:1])[N:3]([C:26]2[CH:27]=[CH:28][CH:29]=[CH:30][CH:31]=2)[C:4]([C@@H:16]([NH:18][C:19](=[O:25])[O:20][C:21]([CH3:22])([CH3:23])[CH3:24])[CH3:17])=[N:5]3)[CH2:35]1, predict the reactants needed to synthesize it. The reactants are: [O:1]=[C:2]1[C:11]2[C:6](=[CH:7][CH:8]=[CH:9][C:10]=2[CH2:12][CH2:13][CH:14]=O)[N:5]=[C:4]([C@@H:16]([NH:18][C:19](=[O:25])[O:20][C:21]([CH3:24])([CH3:23])[CH3:22])[CH3:17])[N:3]1[C:26]1[CH:31]=[CH:30][CH:29]=[CH:28][CH:27]=1.Cl.[F:33][C:34]1([F:38])[CH2:37][NH:36][CH2:35]1.C(O[BH-](OC(=O)C)OC(=O)C)(=O)C.[Na+].C([O-])(O)=O.[Na+].